Task: Predict the product of the given reaction.. Dataset: Forward reaction prediction with 1.9M reactions from USPTO patents (1976-2016) (1) Given the reactants [CH3:1][O:2][C:3]1[CH:17]=[C:16]([O:18][CH3:19])[CH:15]=[CH:14][C:4]=1[CH2:5][N:6]1[C:10](=[O:11])[CH2:9][NH:8][S:7]1(=[O:13])=[O:12].[CH2:20]([O:22][CH:23]([O:31][CH2:32][CH3:33])[C:24]1[S:28][C:27]([CH2:29]O)=[CH:26][CH:25]=1)[CH3:21].C1(P(C2C=CC=CC=2)C2C=CC=CC=2)C=CC=CC=1.N(C(OCC)=O)=NC(OCC)=O, predict the reaction product. The product is: [CH2:32]([O:31][CH:23]([O:22][CH2:20][CH3:21])[C:24]1[S:28][C:27]([CH2:29][N:8]2[S:7](=[O:13])(=[O:12])[N:6]([CH2:5][C:4]3[CH:14]=[CH:15][C:16]([O:18][CH3:19])=[CH:17][C:3]=3[O:2][CH3:1])[C:10](=[O:11])[CH2:9]2)=[CH:26][CH:25]=1)[CH3:33]. (2) Given the reactants I[C:2]1[CH:8]=[CH:7][C:5]([NH2:6])=[CH:4][C:3]=1[F:9].CCN(CC)CC.C(Cl)Cl.[CH:20]1([C:23]#[CH:24])[CH2:22][CH2:21]1, predict the reaction product. The product is: [CH:20]1([C:23]#[C:24][C:2]2[CH:8]=[CH:7][C:5]([NH2:6])=[CH:4][C:3]=2[F:9])[CH2:22][CH2:21]1. (3) Given the reactants O[CH2:2][C:3]1[N:4]=[CH:5][NH:6][C:7]=1[CH3:8].[Cl:9][C:10]1[CH:15]=[CH:14][C:13]([C:16]2[N:17]([CH2:22][CH:23]=[CH2:24])[C:18](=[O:21])[NH:19][N:20]=2)=[CH:12][CH:11]=1.C(=O)([O-])[O-].[K+].[K+], predict the reaction product. The product is: [CH2:22]([N:17]1[C:16]([C:13]2[CH:14]=[CH:15][C:10]([Cl:9])=[CH:11][CH:12]=2)=[N:20][N:19]([CH2:2][C:3]2[N:4]=[CH:5][NH:6][C:7]=2[CH3:8])[C:18]1=[O:21])[CH:23]=[CH2:24]. (4) Given the reactants [F:1][C:2]([F:43])([F:42])[C:3]1[CH:4]=[C:5]([C@H:13]2[O:17][C:16](=[O:18])[N:15]([CH2:19][C:20]3[C:25]([C:26]4[CH:31]=[C:30]([CH:32]([CH3:34])[CH3:33])[C:29]([F:35])=[CH:28][C:27]=4[O:36][CH3:37])=[CH:24][CH:23]=[C:22]([C:38]([CH3:40])=[CH2:39])[N:21]=3)[C@H:14]2[CH3:41])[CH:6]=[C:7]([C:9]([F:12])([F:11])[F:10])[CH:8]=1.[H][H], predict the reaction product. The product is: [F:12][C:9]([F:10])([F:11])[C:7]1[CH:6]=[C:5]([C@H:13]2[O:17][C:16](=[O:18])[N:15]([CH2:19][C:20]3[C:25]([C:26]4[CH:31]=[C:30]([CH:32]([CH3:34])[CH3:33])[C:29]([F:35])=[CH:28][C:27]=4[O:36][CH3:37])=[CH:24][CH:23]=[C:22]([CH:38]([CH3:40])[CH3:39])[N:21]=3)[C@H:14]2[CH3:41])[CH:4]=[C:3]([C:2]([F:1])([F:42])[F:43])[CH:8]=1. (5) Given the reactants CSC1N=NC(C(NC(=O)OC(C)(C)C)C)=CN=1.[CH3:19][O:20][C:21]1[CH:22]=[C:23]([NH:31][C:32]2[N:33]=[N:34][C:35]([CH:38]([NH:40]C(=O)OC(C)(C)C)[CH3:39])=[CH:36][N:37]=2)[CH:24]=[C:25]([O:29][CH3:30])[C:26]=1[O:27][CH3:28].[ClH:48], predict the reaction product. The product is: [ClH:48].[NH2:40][CH:38]([C:35]1[N:34]=[N:33][C:32]([NH:31][C:23]2[CH:22]=[C:21]([O:20][CH3:19])[C:26]([O:27][CH3:28])=[C:25]([O:29][CH3:30])[CH:24]=2)=[N:37][CH:36]=1)[CH3:39]. (6) The product is: [ClH:1].[CH3:2][C:3]1[CH:4]=[CH:5][C:6]2[CH2:7][NH:8][C@@H:9]3[C@@H:14]([C:15]=2[CH:16]=1)[C:13]1[CH:17]=[C:18]([OH:23])[C:19]([OH:21])=[CH:20][C:12]=1[CH2:11][CH2:10]3. Given the reactants [ClH:1].[CH3:2][C:3]1[CH:4]=[CH:5][C:6]2[CH2:7][NH:8][C@@H:9]3[C@@H:14]([C:15]=2[CH:16]=1)[C:13]1[CH:17]=[C:18]([O:23]C)[C:19]([O:21]C)=[CH:20][C:12]=1[CH2:11][CH2:10]3.B(Br)(Br)Br.CO, predict the reaction product. (7) Given the reactants [S:1]1[CH:5]=[CH:4][CH:3]=[C:2]1[CH:6]1[C:11](=[CH2:12])[CH2:10][CH2:9][CH2:8][C:7]1=O.[C:14]([CH2:16][C:17]([NH2:19])=[S:18])#[N:15].C(=O)([O-])[O-].[K+].[K+].[S], predict the reaction product. The product is: [SH:18][C:17]1[C:16]([C:14]#[N:15])=[C:6]([C:2]2[S:1][CH:5]=[CH:4][CH:3]=2)[C:11]2[CH2:10][CH2:9][CH2:8][CH2:7][C:12]=2[N:19]=1. (8) Given the reactants [O:1]1[C:5]2([CH2:11][CH2:10][CH2:9][N:8](C(OCC)=O)[CH2:7][CH2:6]2)[O:4][CH2:3][CH2:2]1.[OH-].[K+], predict the reaction product. The product is: [O:1]1[C:5]2([CH2:11][CH2:10][CH2:9][NH:8][CH2:7][CH2:6]2)[O:4][CH2:3][CH2:2]1. (9) Given the reactants [Cl:1][C:2]1[CH:7]=[CH:6][C:5]([CH:8](O)[C:9]2[C:10]([C:21]([O:23][CH2:24][CH3:25])=[O:22])=[N:11][N:12]([CH:18]3[CH2:20][CH2:19]3)[C:13]=2[C:14]([F:17])([F:16])[F:15])=[CH:4][CH:3]=1.[NH2:27][C:28]1[CH:29]=[C:30]([Cl:36])[C:31](=[O:35])[N:32]([CH3:34])[CH:33]=1, predict the reaction product. The product is: [Cl:36][C:30]1[C:31](=[O:35])[N:32]([CH3:34])[CH:33]=[C:28]([NH:27][CH:8]([C:5]2[CH:6]=[CH:7][C:2]([Cl:1])=[CH:3][CH:4]=2)[C:9]2[C:10]([C:21]([O:23][CH2:24][CH3:25])=[O:22])=[N:11][N:12]([CH:18]3[CH2:20][CH2:19]3)[C:13]=2[C:14]([F:17])([F:16])[F:15])[CH:29]=1.